This data is from TCR-epitope binding with 47,182 pairs between 192 epitopes and 23,139 TCRs. The task is: Binary Classification. Given a T-cell receptor sequence (or CDR3 region) and an epitope sequence, predict whether binding occurs between them. The epitope is NLNESLIDL. The TCR CDR3 sequence is CASSYTQGPGYTF. Result: 0 (the TCR does not bind to the epitope).